This data is from Forward reaction prediction with 1.9M reactions from USPTO patents (1976-2016). The task is: Predict the product of the given reaction. (1) Given the reactants C(P(C(C)(C)C)C1C=CC2C(=CC=CC=2)C=1C1C2C(=CC=CC=2)C=CC=1)(C)(C)C.Cl[C:31]1[C:40]2[C:35](=[CH:36][C:37]([O:41][CH3:42])=[CH:38][CH:39]=2)[N:34]=[CH:33][C:32]=1[F:43].[F:44][C:45]([F:71])([F:70])[C:46]1[CH:51]=[CH:50][C:49]([C:52]2[C:61]3[C:56](=[CH:57][CH:58]=[CH:59][CH:60]=3)[C:55]([NH:62][C:63]3[CH:68]=[CH:67][C:66]([OH:69])=[CH:65][CH:64]=3)=[N:54][N:53]=2)=[CH:48][CH:47]=1.C(=O)([O-])[O-].[Cs+].[Cs+].C1(C)C=CC=CC=1, predict the reaction product. The product is: [F:43][C:32]1[CH:33]=[N:34][C:35]2[C:40]([C:31]=1[O:69][C:66]1[CH:65]=[CH:64][C:63]([NH:62][C:55]3[C:56]4[C:61](=[CH:60][CH:59]=[CH:58][CH:57]=4)[C:52]([C:49]4[CH:50]=[CH:51][C:46]([C:45]([F:71])([F:70])[F:44])=[CH:47][CH:48]=4)=[N:53][N:54]=3)=[CH:68][CH:67]=1)=[CH:39][CH:38]=[C:37]([O:41][CH3:42])[CH:36]=2. (2) Given the reactants Br[C:2]1[CH:3]=[CH:4][C:5]([Cl:13])=[C:6]([CH:12]=1)[C:7]([O:9][CH2:10][CH3:11])=[O:8].COCCOC.C(=O)([O-])[O-].[Na+].[Na+].[CH3:26][O:27][C:28]1[CH:29]=[C:30]2[C:35](=[CH:36][CH:37]=1)[CH:34]=[C:33](B(O)O)[CH:32]=[CH:31]2, predict the reaction product. The product is: [Cl:13][C:5]1[CH:4]=[CH:3][C:2]([C:33]2[CH:32]=[CH:31][C:30]3[C:35](=[CH:36][CH:37]=[C:28]([O:27][CH3:26])[CH:29]=3)[CH:34]=2)=[CH:12][C:6]=1[C:7]([O:9][CH2:10][CH3:11])=[O:8]. (3) Given the reactants [CH:1](=O)[C:2]1[CH:7]=[CH:6][CH:5]=[CH:4][CH:3]=1.[H-].[Na+].[Br-].[C:12]([CH:15](C)[CH2:16][CH2:17][CH2:18][CH2:19][P+](C1C=CC=CC=1)(C1C=CC=CC=1)C1C=CC=CC=1)([OH:14])=[O:13], predict the reaction product. The product is: [C:2]1(/[CH:1]=[CH:19]\[CH2:18][CH2:17][CH2:16][CH2:15][C:12]([OH:14])=[O:13])[CH:7]=[CH:6][CH:5]=[CH:4][CH:3]=1. (4) Given the reactants [OH:1][C:2]1[CH:3]=[C:4]2[C:9](=[CH:10][CH:11]=1)[CH2:8][N:7](C(OC(C)(C)C)=O)[CH:6]([C:19](=[O:31])[NH:20][C@H:21]1[C:30]3[C:25](=[CH:26][CH:27]=[CH:28][CH:29]=3)[CH2:24][CH2:23][CH2:22]1)[CH2:5]2.C(O)(C(F)(F)F)=O, predict the reaction product. The product is: [OH:1][C:2]1[CH:3]=[C:4]2[C:9](=[CH:10][CH:11]=1)[CH2:8][NH:7][CH:6]([C:19]([NH:20][C@H:21]1[C:30]3[C:25](=[CH:26][CH:27]=[CH:28][CH:29]=3)[CH2:24][CH2:23][CH2:22]1)=[O:31])[CH2:5]2.